Task: Predict the reaction yield, written as a fraction of the theoretical maximum amount of product (1.0 means a 100% yield; for example, 0.34 means a 34% yield).. Dataset: Reaction yield outcomes from USPTO patents with 853,638 reactions (1) The reactants are [C:1]([O:7][CH2:8][CH3:9])(=[O:6])[CH2:2][C:3]([CH3:5])=O.[F:10][C:11]1[CH:18]=[CH:17][C:16]([Br:19])=[CH:15][C:12]=1[CH:13]=O.[NH4+:20].[OH-:21]. The catalyst is CCO.C(Cl)Cl. The product is [Br:19][C:16]1[CH:17]=[CH:18][C:11]([F:10])=[C:12]([CH:13]2[C:2]([C:1]([O:7][CH2:8][CH3:9])=[O:6])=[C:3]([CH3:5])[NH:20][C:3]([CH3:5])=[C:2]2[C:1]([O:7][CH2:8][CH3:9])=[O:21])[CH:15]=1. The yield is 0.470. (2) The reactants are [F:1][C@@:2]1([C:14]([O:16]C)=[O:15])[CH2:6][CH2:5][N:4]([C:7]([O:9][C:10]([CH3:13])([CH3:12])[CH3:11])=[O:8])[CH2:3]1.[OH-].[Na+]. The catalyst is CO. The product is [C:10]([O:9][C:7]([N:4]1[CH2:5][CH2:6][C@@:2]([F:1])([C:14]([OH:16])=[O:15])[CH2:3]1)=[O:8])([CH3:13])([CH3:11])[CH3:12]. The yield is 0.990.